Dataset: Reaction yield outcomes from USPTO patents with 853,638 reactions. Task: Predict the reaction yield, written as a fraction of the theoretical maximum amount of product (1.0 means a 100% yield; for example, 0.34 means a 34% yield). The reactants are [CH3:1][O:2][C:3]1[CH:8]=[CH:7][CH:6]=[CH:5][C:4]=1[N:9]1[CH2:14][CH2:13][N:12]([CH2:15][CH2:16][C:17]([NH:19][NH2:20])=[O:18])[CH2:11][CH2:10]1.[C:21]1([N:27]=[C:28]=[O:29])[CH:26]=[CH:25][CH:24]=[CH:23][CH:22]=1. The catalyst is C1(C)C=CC=CC=1. The product is [CH3:1][O:2][C:3]1[CH:8]=[CH:7][CH:6]=[CH:5][C:4]=1[N:9]1[CH2:10][CH2:11][N:12]([CH2:15][CH2:16][C:17]([NH:19][NH:20][C:28]([NH:27][C:21]2[CH:26]=[CH:25][CH:24]=[CH:23][CH:22]=2)=[O:29])=[O:18])[CH2:13][CH2:14]1. The yield is 0.839.